Dataset: Full USPTO retrosynthesis dataset with 1.9M reactions from patents (1976-2016). Task: Predict the reactants needed to synthesize the given product. (1) The reactants are: Br.[NH2:2][CH:3]([CH3:13])[CH2:4][C:5]1[CH:6]=[C:7]([OH:12])[C:8]([OH:11])=[CH:9][CH:10]=1.C(=O)(O)[O-].[Na+].[C:19](O[C:19]([O:21][C:22]([CH3:25])([CH3:24])[CH3:23])=[O:20])([O:21][C:22]([CH3:25])([CH3:24])[CH3:23])=[O:20]. Given the product [C:22]([O:21][C:19](=[O:20])[NH:2][CH:3]([CH3:13])[CH2:4][C:5]1[CH:10]=[CH:9][C:8]([OH:11])=[C:7]([OH:12])[CH:6]=1)([CH3:25])([CH3:24])[CH3:23], predict the reactants needed to synthesize it. (2) Given the product [N+:1]([C:4]1[CH:5]=[C:6]([C:12]2[O:13][C:14]3[CH:20]=[CH:19][C:18]([C:27]4[CH:26]=[CH:25][CH:24]=[C:23]([Cl:22])[C:28]=4[Cl:29])=[CH:17][C:15]=3[N:16]=2)[CH:7]=[CH:8][C:9]=1[O:10][CH3:11])([O-:3])=[O:2], predict the reactants needed to synthesize it. The reactants are: [N+:1]([C:4]1[CH:5]=[C:6]([C:12]2[O:13][C:14]3[CH:20]=[CH:19][C:18](Br)=[CH:17][C:15]=3[N:16]=2)[CH:7]=[CH:8][C:9]=1[O:10][CH3:11])([O-:3])=[O:2].[Cl:22][C:23]1[C:28]([Cl:29])=[CH:27][CH:26]=[CH:25][C:24]=1B(O)O.